Dataset: Reaction yield outcomes from USPTO patents with 853,638 reactions. Task: Predict the reaction yield, written as a fraction of the theoretical maximum amount of product (1.0 means a 100% yield; for example, 0.34 means a 34% yield). The reactants are [CH:1]([C:3]1[CH:11]=[CH:10][C:6]([C:7]([OH:9])=[O:8])=[CH:5][CH:4]=1)=O.[CH3:12][N:13]1[CH2:18][CH2:17][NH:16][CH2:15][CH2:14]1.[H][H]. The catalyst is CO.[Pt]. The product is [CH3:12][N:13]1[CH2:18][CH2:17][N:16]([CH2:1][C:3]2[CH:11]=[CH:10][C:6]([C:7]([OH:9])=[O:8])=[CH:5][CH:4]=2)[CH2:15][CH2:14]1. The yield is 0.700.